Dataset: Reaction yield outcomes from USPTO patents with 853,638 reactions. Task: Predict the reaction yield, written as a fraction of the theoretical maximum amount of product (1.0 means a 100% yield; for example, 0.34 means a 34% yield). (1) The reactants are [Cl:1][C:2]1[CH:10]=[C:6]([C:7]([OH:9])=O)[C:5]([OH:11])=[CH:4][CH:3]=1.[CH3:12][C:13]1[C:19]([C:20]([F:23])([F:22])[F:21])=[CH:18][CH:17]=[CH:16][C:14]=1[NH2:15]. No catalyst specified. The product is [Cl:1][C:2]1[CH:3]=[CH:4][C:5]([OH:11])=[C:6]([CH:10]=1)[C:7]([NH:15][C:14]1[CH:16]=[CH:17][CH:18]=[C:19]([C:20]([F:21])([F:22])[F:23])[C:13]=1[CH3:12])=[O:9]. The yield is 0.145. (2) The reactants are Cl.[CH:2]([N:5]1[C:9]([C:10]2[N:19]=[C:18]3[N:12]([CH2:13][CH2:14][O:15][C:16]4[CH:23]=[C:22]([C@@H:24]5[CH2:29][CH2:28][NH:27][CH2:26][C@H:25]5[OH:30])[CH:21]=[CH:20][C:17]=43)[CH:11]=2)=[N:8][CH:7]=[N:6]1)([CH3:4])[CH3:3].[CH3:31][N:32]([CH3:37])[C:33](=[O:36])[CH2:34]Cl. No catalyst specified. The product is [OH:30][C@H:25]1[C@H:24]([C:22]2[CH:21]=[CH:20][C:17]3[C:18]4[N:12]([CH:11]=[C:10]([C:9]5[N:5]([CH:2]([CH3:4])[CH3:3])[N:6]=[CH:7][N:8]=5)[N:19]=4)[CH2:13][CH2:14][O:15][C:16]=3[CH:23]=2)[CH2:29][CH2:28][N:27]([CH2:34][C:33]([N:32]([CH3:37])[CH3:31])=[O:36])[CH2:26]1. The yield is 0.800. (3) The reactants are [CH3:1][NH:2][CH2:3][CH2:4][N:5]1[CH2:10][CH2:9][O:8][CH2:7][CH2:6]1.C(N(CC)CC)C.Cl[C:19]([C:21]1[CH:22]=[C:23]([CH:28]=[CH:29][CH:30]=1)[C:24]([O:26][CH3:27])=[O:25])=[O:20]. The catalyst is ClCCl. The product is [CH3:1][N:2]([CH2:3][CH2:4][N:5]1[CH2:10][CH2:9][O:8][CH2:7][CH2:6]1)[C:19]([C:21]1[CH:22]=[C:23]([CH:28]=[CH:29][CH:30]=1)[C:24]([O:26][CH3:27])=[O:25])=[O:20]. The yield is 0.990. (4) The reactants are [C:1]([CH2:3][C:4]([N:6]1[CH2:10][CH2:9][CH2:8][C@@H:7]1[CH2:11][N:12]1[C:16]2[CH:17]=[CH:18][C:19]([CH2:21][NH:22][CH2:23][C:24]([CH3:27])([CH3:26])[CH3:25])=[CH:20][C:15]=2[N:14]=[C:13]1[NH:28][C:29]([C:31]1[S:32][C:33]([CH:36]([F:38])[F:37])=[CH:34][CH:35]=1)=[O:30])=[O:5])#[N:2].N1CCCC1.[CH3:44][CH:45]([CH3:48])[CH:46]=O.Cl[Si](C)(C)C. The catalyst is C(Cl)Cl. The product is [C:1]([C:3](=[CH:44][CH:45]([CH3:48])[CH3:46])[C:4]([N:6]1[CH2:10][CH2:9][CH2:8][C@@H:7]1[CH2:11][N:12]1[C:16]2[CH:17]=[CH:18][C:19]([CH2:21][NH:22][CH2:23][C:24]([CH3:27])([CH3:26])[CH3:25])=[CH:20][C:15]=2[N:14]=[C:13]1[NH:28][C:29]([C:31]1[S:32][C:33]([CH:36]([F:38])[F:37])=[CH:34][CH:35]=1)=[O:30])=[O:5])#[N:2]. The yield is 0.410. (5) The reactants are [CH3:1][N:2]1[C:10]([CH2:11][CH2:12][CH2:13][C:14]([OH:16])=[O:15])=[N:9][C:8]2[CH:7]=[C:6]([N:17]([CH2:21][CH2:22][Cl:23])[CH2:18][CH2:19][Cl:20])[CH:5]=[CH:4][C:3]1=2.Cl.[CH2:25](O)[CH2:26][CH2:27][CH2:28][CH2:29][CH2:30][CH2:31][CH2:32][CH2:33][CH2:34][CH2:35][CH2:36][CH2:37][CH2:38][CH3:39].C1(N=C=NC2CCCCC2)CCCCC1. The catalyst is CN(C1C=CN=CC=1)C. The product is [CH2:39]([O:15][C:14](=[O:16])[CH2:13][CH2:12][CH2:11][C:10]1[N:2]([CH3:1])[C:3]2[CH:4]=[CH:5][C:6]([N:17]([CH2:18][CH2:19][Cl:20])[CH2:21][CH2:22][Cl:23])=[CH:7][C:8]=2[N:9]=1)[CH2:38][CH2:37][CH2:36][CH2:35][CH2:34][CH2:33][CH2:32][CH2:31][CH2:30][CH2:29][CH2:28][CH2:27][CH2:26][CH3:25]. The yield is 0.750.